The task is: Regression. Given a peptide amino acid sequence and an MHC pseudo amino acid sequence, predict their binding affinity value. This is MHC class I binding data.. This data is from Peptide-MHC class I binding affinity with 185,985 pairs from IEDB/IMGT. (1) The binding affinity (normalized) is 0.0847. The peptide sequence is DLNKVIQFL. The MHC is HLA-A01:01 with pseudo-sequence HLA-A01:01. (2) The peptide sequence is PEGPLGQLL. The MHC is HLA-B08:01 with pseudo-sequence HLA-B08:01. The binding affinity (normalized) is 0.213. (3) The peptide sequence is YTVKYVNL. The MHC is H-2-Db with pseudo-sequence H-2-Db. The binding affinity (normalized) is 0. (4) The peptide sequence is RRTLDLLK. The MHC is H-2-Db with pseudo-sequence H-2-Db. The binding affinity (normalized) is 0. (5) The peptide sequence is VVRVRRELL. The MHC is HLA-A03:01 with pseudo-sequence HLA-A03:01. The binding affinity (normalized) is 0.0847. (6) The peptide sequence is MLAESCDSV. The MHC is HLA-A02:01 with pseudo-sequence HLA-A02:01. The binding affinity (normalized) is 0.936.